From a dataset of Reaction yield outcomes from USPTO patents with 853,638 reactions. Predict the reaction yield, written as a fraction of the theoretical maximum amount of product (1.0 means a 100% yield; for example, 0.34 means a 34% yield). (1) The reactants are [Br:1][C:2]1[C:3]([CH3:9])=[C:4]([NH2:8])[CH:5]=[CH:6][CH:7]=1.CCN(C(C)C)C(C)C.[C:19](Cl)(=[O:21])[CH3:20]. No catalyst specified. The product is [Br:1][C:2]1[C:3]([CH3:9])=[C:4]([NH:8][C:19](=[O:21])[CH3:20])[CH:5]=[CH:6][CH:7]=1. The yield is 0.890. (2) The reactants are [NH:1]1[C:5]2([CH2:10][CH2:9][O:8][CH2:7][CH2:6]2)[CH2:4][CH2:3][CH:2]1[C:11]([O:13][CH2:14][CH3:15])=[O:12].CCN(C(C)C)C(C)C.[C:25](Cl)(=[O:27])[CH3:26]. The catalyst is ClCCl. The product is [C:25]([N:1]1[C:5]2([CH2:6][CH2:7][O:8][CH2:9][CH2:10]2)[CH2:4][CH2:3][CH:2]1[C:11]([O:13][CH2:14][CH3:15])=[O:12])(=[O:27])[CH3:26]. The yield is 0.580. (3) The reactants are [CH3:1][O:2][C:3]1[CH:4]=[C:5]2[C:10](=[CH:11][C:12]=1[O:13][CH3:14])[N:9]=[CH:8][CH:7]=[C:6]2[O:15][C:16]1[C:22]([CH3:23])=[CH:21][C:19]([NH2:20])=[C:18]([CH3:24])[CH:17]=1.Cl[C:26](Cl)([O:28]C(=O)OC(Cl)(Cl)Cl)Cl.[OH:37][CH:38]([C:41]1[CH:46]=[CH:45][CH:44]=[CH:43][CH:42]=1)[C:39]#[N:40].C(=O)(O)[O-].[Na+]. The catalyst is C(Cl)Cl.C(N(CC)CC)C.C1(C)C=CC=CC=1. The product is [CH3:1][O:2][C:3]1[CH:4]=[C:5]2[C:10](=[CH:11][C:12]=1[O:13][CH3:14])[N:9]=[CH:8][CH:7]=[C:6]2[O:15][C:16]1[C:22]([CH3:23])=[CH:21][C:19]([NH:20][C:26](=[O:28])[O:37][CH:38]([C:39]#[N:40])[C:41]2[CH:46]=[CH:45][CH:44]=[CH:43][CH:42]=2)=[C:18]([CH3:24])[CH:17]=1. The yield is 0.390. (4) The reactants are Cl.Cl.[F:3][C:4]1[CH:5]=[C:6]([C@@H:11]2[CH2:15][N:14]([C:16]3[CH:17]=[N:18][N:19]([CH2:21][C:22]4[CH:27]=[CH:26][C:25]([O:28][CH3:29])=[CH:24][CH:23]=4)[CH:20]=3)[CH2:13][C@H:12]2[NH2:30])[CH:7]=[CH:8][C:9]=1[F:10].CCN(C(C)C)C(C)C.[CH2:40]([O:42][C:43]1[C:47]([CH3:48])=[C:46]([NH:49][C:50](=O)[O:51]C2C=CC=CC=2)[N:45]([C:59]2[CH:64]=[CH:63][CH:62]=[CH:61][CH:60]=2)[N:44]=1)[CH3:41]. The catalyst is CC(N(C)C)=O. The product is [F:3][C:4]1[CH:5]=[C:6]([C@@H:11]2[CH2:15][N:14]([C:16]3[CH:17]=[N:18][N:19]([CH2:21][C:22]4[CH:27]=[CH:26][C:25]([O:28][CH3:29])=[CH:24][CH:23]=4)[CH:20]=3)[CH2:13][C@H:12]2[NH:30][C:50]([NH:49][C:46]2[N:45]([C:59]3[CH:64]=[CH:63][CH:62]=[CH:61][CH:60]=3)[N:44]=[C:43]([O:42][CH2:40][CH3:41])[C:47]=2[CH3:48])=[O:51])[CH:7]=[CH:8][C:9]=1[F:10]. The yield is 0.440. (5) The reactants are [OH:1][N:2]1[C:7]([CH3:9])([CH3:8])[CH2:6][CH:5]([OH:10])[CH2:4][C:3]1([CH3:12])[CH3:11].S(=O)(=O)(O)O.O.OO.[CH2:21]1[CH2:26][CH2:25][CH2:24][CH2:23][CH2:22]1. The catalyst is [Cu].C(#N)C. The product is [CH:21]1([O:1][N:2]2[C:7]([CH3:8])([CH3:9])[CH2:6][CH:5]([OH:10])[CH2:4][C:3]2([CH3:12])[CH3:11])[CH2:26][CH2:25][CH2:24][CH2:23][CH2:22]1. The yield is 0.700.